This data is from Cav3 T-type calcium channel HTS with 100,875 compounds. The task is: Binary Classification. Given a drug SMILES string, predict its activity (active/inactive) in a high-throughput screening assay against a specified biological target. (1) The compound is Fc1c(N2CCN(CC2)C(CNC(OC)=O)c2cccnc2)cccc1. The result is 0 (inactive). (2) The compound is O(CC#CCNC(C)(C)C)c1ccc(OC)cc1. The result is 0 (inactive). (3) The result is 0 (inactive). The drug is FC(F)C1(O)N(N=C(C1)C(F)F)C(=O)Cn1nc(OC)c([N+]([O-])=O)c1. (4) The drug is O1C(CCC1)CNc1nc2CC(CC(=O)c2c(n1)C)C. The result is 0 (inactive).